This data is from Reaction yield outcomes from USPTO patents with 853,638 reactions. The task is: Predict the reaction yield, written as a fraction of the theoretical maximum amount of product (1.0 means a 100% yield; for example, 0.34 means a 34% yield). The product is [OH:23]/[C:5](=[CH:7]\[C:8]1[O:9][C:10]([C:13]2[CH:18]=[CH:17][CH:16]=[CH:15][CH:14]=2)=[CH:11][CH:12]=1)/[C:4]([O:3][CH2:2][CH3:1])=[O:19]. The reactants are [CH3:1][C:2]1[O:3][C:4](=[O:19])/[C:5](=[CH:7]\[C:8]2[O:9][C:10]([C:13]3[CH:18]=[CH:17][CH:16]=[CH:15][CH:14]=3)=[CH:11][CH:12]=2)/N=1.Cl.C([OH:23])C. The yield is 0.550. No catalyst specified.